This data is from Experimentally validated miRNA-target interactions with 360,000+ pairs, plus equal number of negative samples. The task is: Binary Classification. Given a miRNA mature sequence and a target amino acid sequence, predict their likelihood of interaction. (1) The miRNA is hsa-miR-362-3p with sequence AACACACCUAUUCAAGGAUUCA. The protein sequence of the target gene is MEAAPGTPPPPPSESPPPPSPPPPSTPSPPPCSPDARPATPHLLHHRLPLPDDREDGELEEGELEDDGAEETQDTSGGPERSRKEKGEKHHSDSDEEKSHRRLKRKRKKEREKEKRRSKKRRKSKHKRHASSSDDFSDFSDDSDFSPSEKGHRKYREYSPPYAPSHQQYPPSHATPLPKKAYSKMDSKSYGMYEDYENEQYGEYEGDEEEDMGKEDYDDFTKELNQYRRAKEGSSRGRGSRGRGRGYRGRGSRGGSRGRGMGRGSRGRGRGSMGGDHPEDEEDFYEEEMDYGESEEPMGD.... Result: 0 (no interaction). (2) The miRNA is hsa-miR-6717-5p with sequence AGGCGAUGUGGGGAUGUAGAGA. The protein sequence of the target gene is MAKVNTQCSQPSPTQLSIKNADRDLDHVENGLGRVSRLIISIRAWASRHLHDEDQTPDSFLDRFHGSELKEVSTRESNAQPNPGEQKPPDGGEGRKEEPIVVDPSSNIYYRWLTAIALPVFYNWCLLVCRACFDELQSEHLTLWLVLDYSADVLYVLDMLVRARTGFLEQGLMVRDTKRLWKHYTKTLHFKLDILSLIPTDLAYLKLGVNYPELRFNRLLKFSRLFEFFDRTETRTNYPNVFRIGNLVLYTLIIIHWNACIYFAISKFIGFGTDSWVYPNTSKPEYARLSRKYIYSLYWS.... Result: 0 (no interaction). (3) The miRNA is hsa-miR-1268a with sequence CGGGCGUGGUGGUGGGGG. The protein sequence of the target gene is MLRGPWRQLWLFFLLLLPGAPEPRGASRPWEGTDEPGSAWAWPGFQRLQEQLRAAGALSKRYWTLFSCQVWPDDCDEDEEAATGPLGWRLPLLGQRYLDLLTTWYCSFKDCCPRGDCRISNNFTGLEWDLNVRLHGQHLVQQLVLRTVRGYLETPQPEKALALSFHGWSGTGKNFVARMLVENLYRDGLMSDCVRMFIATFHFPHPKYVDLYKEQLMSQIRETQQLCHQTLFIFDEAEKLHPGLLEVLGPHLERRAPEGHRAESPWTIFLFLSNLRGDIINEVVLKLLKAGWSREEITME.... Result: 0 (no interaction). (4) The miRNA is hsa-miR-1246 with sequence AAUGGAUUUUUGGAGCAGG. Result: 1 (interaction). The protein sequence of the target gene is MATKGGTVKAASGFNAMEDAQTLRKAMKGLGTDEDAIISVLAYRNTAQRQEIRTAYKSTIGRDLIDDLKSELSGNFEQVIVGMMTPTVLYDVQELRRAMKGAGTDEGCLIEILASRTPEEIRRISQTYQQQYGRSLEDDIRSDTSFMFQRVLVSLSAGGRDEGNYLDDALVRQDAQDLYEAGEKKWGTDEVKFLTVLCSRNRNHLLHVFDEYKRISQKDIEQSIKSETSGSFEDALLAIVKCMRNKSAYFAEKLYKSMKGLGTDDNTLIRVMVSRAEIDMLDIRAHFKRLYGKSLYSFIK.... (5) The miRNA is hsa-miR-181a-5p with sequence AACAUUCAACGCUGUCGGUGAGU. The protein sequence of the target gene is MMWPMHTPLLLLTALMVAVAGSASAQSRTLAGGIHATDLNDKSVQCALDFAISEYNKVINKDEYYSRPLQVMAAYQQIVGGVNYYFNVKFGRTTCTKSQPNLDNCPFNDQPKLKEEEFCSFQINEVPWEDKISILNYKCRKV. Result: 1 (interaction). (6) The miRNA is hsa-miR-6729-5p with sequence UGGGCGAGGGCGGCUGAGCGGC. The protein sequence of the target gene is MRTAPSLRRCVCLLLAAILDLARGYLTVNIEPLPPVVAGDAVTLKCNFKTDGRMREIVWYRVTDGGTIKQKIFTFDAMFSTNYSHMENYRKREDLVYQSTVRLPEVRISDNGPYECHVGIYDRATREKVVLASGNIFLNVMAPPTSIEVVAADTPAPFSRYQAQNFTLVCIVSGGKPAPMVYFKRDGEPIDAVPLSEPPAASSGPLQDSRPFRSLLHRDLDDTKMQKSLSLLDAENRGGRPYTERPSRGLTPDPNILLQPTTENIPETVVSREFPRWVHSAEPTYFLRHSRTPSSDGTVE.... Result: 0 (no interaction).